Dataset: hERG potassium channel inhibition data for cardiac toxicity prediction from Karim et al.. Task: Regression/Classification. Given a drug SMILES string, predict its toxicity properties. Task type varies by dataset: regression for continuous values (e.g., LD50, hERG inhibition percentage) or binary classification for toxic/non-toxic outcomes (e.g., AMES mutagenicity, cardiotoxicity, hepatotoxicity). Dataset: herg_karim. (1) The compound is Cc1nnc(-c2ccc(F)c(-c3c(=O)ccn4c(-c5ccc(F)cc5F)cccc34)c2)o1. The result is 0 (non-blocker). (2) The result is 0 (non-blocker). The drug is Nc1nccn1CC(O)c1cccc(Cl)c1Cl. (3) The molecule is COCCCc1cc(CN(C(=O)[C@H]2CNCC[C@]2(O)c2ccc(F)c(F)c2)C2CC2)cc(OCCOC)c1. The result is 1 (blocker). (4) The molecule is F[C@@H]1CC[NH2+]C[C@@H]1c1c(-c2ccccc2)[nH]c2ccccc12. The result is 1 (blocker). (5) The compound is [H]/N=C(/c1ccc(C(=O)Nc2ccc(Cl)cc2C(=O)Nc2ccc(Cl)cn2)cc1)N1CCC[C@H](C(=O)OCC)C1. The result is 1 (blocker). (6) The molecule is CN1C(C(=O)Nc2ccccn2)=C(O)c2sc(Cl)cc2S1(=O)=O. The result is 0 (non-blocker). (7) The compound is CCOc1cc(CN2CCC(Nc3nc4ccc(C(=O)O)cc4o3)CC2)ccc1Cl. The result is 0 (non-blocker).